From a dataset of Forward reaction prediction with 1.9M reactions from USPTO patents (1976-2016). Predict the product of the given reaction. (1) Given the reactants Cl.[CH3:2][N:3]1[C:7]([C@H:8]([C:14]2[CH:19]=[CH:18][CH:17]=[CH:16][CH:15]=2)[O:9][CH2:10][CH2:11][NH:12][CH3:13])=[CH:6][CH:5]=[N:4]1.[OH-].[Na+], predict the reaction product. The product is: [CH3:2][N:3]1[C:7]([C@H:8]([C:14]2[CH:19]=[CH:18][CH:17]=[CH:16][CH:15]=2)[O:9][CH2:10][CH2:11][NH:12][CH3:13])=[CH:6][CH:5]=[N:4]1. (2) Given the reactants Cl.OCC[N:5]1[C:9]2[CH:10]=[C:11]([C:14]3[CH:19]=[CH:18][C:17]([C:20]([N:22]4[CH2:27][CH2:26][NH:25][CH2:24][CH2:23]4)=[O:21])=[CH:16][CH:15]=3)[CH:12]=[CH:13][C:8]=2[N:7]=[CH:6]1.[OH:28][C:29]1([C:32]([OH:34])=O)[CH2:31][CH2:30]1.CN(C([O:42]N1N=NC2C=CC=CC1=2)=[N+](C)C)C.F[P-](F)(F)(F)(F)F.CCN([CH:65]([CH3:67])C)C(C)C, predict the reaction product. The product is: [OH:28][C:29]1([C:32]([N:25]2[CH2:26][CH2:27][N:22]([C:20]([C:17]3[CH:16]=[CH:15][C:14]([C:11]4[CH:12]=[CH:13][C:8]5[N:7]([CH2:67][CH2:65][OH:42])[CH:6]=[N:5][C:9]=5[CH:10]=4)=[CH:19][CH:18]=3)=[O:21])[CH2:23][CH2:24]2)=[O:34])[CH2:31][CH2:30]1. (3) Given the reactants Cl.[CH2:2]1[CH:6]2[CH2:7][NH:8][CH2:9][CH:5]2[CH2:4][N:3]1[C:10]1[S:11][C:12]([C:15]2[N:16]=[N:17][N:18]([CH2:20][C:21]([O:23][CH2:24][CH3:25])=[O:22])[N:19]=2)=[CH:13][N:14]=1.C1C=CC(P(C2C(C3C(P(C4C=CC=CC=4)C4C=CC=CC=4)=CC=C4C=3C=CC=C4)=C3C(C=CC=C3)=CC=2)C2C=CC=CC=2)=CC=1.C(=O)([O-])[O-].[Cs+].[Cs+].[Cl:78][C:79]1[CH:84]=[CH:83][CH:82]=[CH:81][C:80]=1I, predict the reaction product. The product is: [Cl:78][C:79]1[CH:84]=[CH:83][CH:82]=[CH:81][C:80]=1[N:8]1[CH2:7][CH:6]2[CH2:2][N:3]([C:10]3[S:11][C:12]([C:15]4[N:16]=[N:17][N:18]([CH2:20][C:21]([O:23][CH2:24][CH3:25])=[O:22])[N:19]=4)=[CH:13][N:14]=3)[CH2:4][CH:5]2[CH2:9]1. (4) Given the reactants Cl.Cl[CH2:3][C:4]1[N:8]([CH2:9][CH3:10])[CH:7]=[N:6][C:5]=1[CH3:11].[CH3:12][C:13]1[N:18]=[C:17]([SH:19])[N:16]=[C:15]([OH:20])[CH:14]=1.C(=O)([O-])[O-].[K+].[K+], predict the reaction product. The product is: [CH2:9]([N:8]1[C:4]([CH2:3][S:19][C:17]2[N:16]=[C:15]([OH:20])[CH:14]=[C:13]([CH3:12])[N:18]=2)=[C:5]([CH3:11])[N:6]=[CH:7]1)[CH3:10]. (5) Given the reactants [CH:1]([C:4]([OH:10])([CH:7]([CH3:9])[CH3:8])[C:5]#[CH:6])([CH3:3])[CH3:2].Br[C:12]1[CH:13]=[C:14]([CH2:18][CH2:19][CH2:20][NH:21][C:22](=[O:27])[C:23]([F:26])([F:25])[F:24])[CH:15]=[CH:16][CH:17]=1, predict the reaction product. The product is: [F:24][C:23]([F:25])([F:26])[C:22]([NH:21][CH2:20][CH2:19][CH2:18][C:14]1[CH:15]=[CH:16][CH:17]=[C:12]([C:6]#[C:5][C:4]([OH:10])([CH:7]([CH3:9])[CH3:8])[CH:1]([CH3:3])[CH3:2])[CH:13]=1)=[O:27]. (6) Given the reactants [CH2:1]([O:8][C:9](=[O:32])[NH:10][CH:11]1[CH2:20][CH2:19][C:14]2([O:18][CH2:17][CH2:16][O:15]2)[CH2:13][CH:12]1[CH2:21][S:22]([C:25]1[CH:30]=[CH:29][C:28](Br)=[CH:27][CH:26]=1)(=[O:24])=[O:23])[C:2]1[CH:7]=[CH:6][CH:5]=[CH:4][CH:3]=1.[Sn](C)(C)(C)[CH3:34].[OH-].[NH4+], predict the reaction product. The product is: [CH2:1]([O:8][C:9](=[O:32])[NH:10][CH:11]1[CH2:20][CH2:19][C:14]2([O:18][CH2:17][CH2:16][O:15]2)[CH2:13][CH:12]1[CH2:21][S:22]([C:25]1[CH:30]=[CH:29][C:28]([CH3:34])=[CH:27][CH:26]=1)(=[O:24])=[O:23])[C:2]1[CH:7]=[CH:6][CH:5]=[CH:4][CH:3]=1. (7) Given the reactants Br[C:2]1[CH:3]=[C:4]2[C:9]([NH:10][CH2:11][CH2:12][CH3:13])=[C:8]([C:14]([NH2:16])=[O:15])[CH:7]=[N:6][N:5]2[CH:17]=1.[C:18]1(B(O)O)[CH:23]=[CH:22][CH:21]=[CH:20][CH:19]=1.C(=O)([O-])[O-].[K+].[K+], predict the reaction product. The product is: [C:18]1([C:2]2[CH:3]=[C:4]3[C:9]([NH:10][CH2:11][CH2:12][CH3:13])=[C:8]([C:14]([NH2:16])=[O:15])[CH:7]=[N:6][N:5]3[CH:17]=2)[CH:23]=[CH:22][CH:21]=[CH:20][CH:19]=1. (8) Given the reactants C(O[BH-](OC(=O)C)OC(=O)C)(=O)C.[Na+].[C:15]([O:19][C:20](=[O:27])[NH:21][C:22]([CH3:26])([CH3:25])[CH:23]=O)([CH3:18])([CH3:17])[CH3:16].[CH2:28]([O:35][C:36]1[CH:42]=[CH:41][CH:40]=[CH:39][C:37]=1[NH2:38])[C:29]1[CH:34]=[CH:33][CH:32]=[CH:31][CH:30]=1.C(O)(=O)C.C(=O)(O)[O-].[Na+], predict the reaction product. The product is: [C:15]([O:19][C:20](=[O:27])[NH:21][C:22]([CH3:26])([CH3:25])[CH2:23][NH:38][C:37]1[CH:39]=[CH:40][CH:41]=[CH:42][C:36]=1[O:35][CH2:28][C:29]1[CH:30]=[CH:31][CH:32]=[CH:33][CH:34]=1)([CH3:18])([CH3:17])[CH3:16]. (9) Given the reactants [CH:1]1([Mg]Cl)[CH2:6][CH2:5][CH2:4][CH2:3][CH2:2]1.[Cl:9][CH2:10][C:11]1[O:15][N:14]=[C:13]([C:16]([C:18]2[CH:23]=[CH:22][CH:21]=[CH:20][CH:19]=2)=[O:17])[N:12]=1, predict the reaction product. The product is: [Cl:9][CH2:10][C:11]1[O:15][N:14]=[C:13]([C:16]([CH:18]2[CH2:23][CH2:22][CH2:21][CH2:20][CH2:19]2)([C:1]2[CH:6]=[CH:5][CH:4]=[CH:3][CH:2]=2)[OH:17])[N:12]=1. (10) Given the reactants [Cl:1][C:2]1[CH:8]=[CH:7][C:5]([NH2:6])=[C:4]([F:9])[CH:3]=1.[N+:10]([O-])([OH:12])=[O:11], predict the reaction product. The product is: [Cl:1][C:2]1[C:8]([N+:10]([O-:12])=[O:11])=[CH:7][C:5]([NH2:6])=[C:4]([F:9])[CH:3]=1.